From a dataset of Peptide-MHC class I binding affinity with 185,985 pairs from IEDB/IMGT. Regression. Given a peptide amino acid sequence and an MHC pseudo amino acid sequence, predict their binding affinity value. This is MHC class I binding data. (1) The peptide sequence is VTNDGVIFF. The MHC is HLA-A26:01 with pseudo-sequence HLA-A26:01. The binding affinity (normalized) is 0.354. (2) The peptide sequence is RPQHVKKSA. The MHC is HLA-B07:02 with pseudo-sequence HLA-B07:02. The binding affinity (normalized) is 0.799. (3) The peptide sequence is IKSYTIRVF. The MHC is HLA-B15:03 with pseudo-sequence HLA-B15:03. The binding affinity (normalized) is 0.957. (4) The peptide sequence is EDQGNPIVL. The MHC is HLA-B40:01 with pseudo-sequence HLA-B40:01. The binding affinity (normalized) is 0.215.